From a dataset of Reaction yield outcomes from USPTO patents with 853,638 reactions. Predict the reaction yield, written as a fraction of the theoretical maximum amount of product (1.0 means a 100% yield; for example, 0.34 means a 34% yield). (1) The reactants are [CH3:1][N:2]1[CH:6]=[C:5]([C:7]2[CH:8]=[C:9]3[C:14](=[CH:15][C:16]=2[B:17]2[O:21]C(C)(C)C(C)(C)[O:18]2)[N:13]([C:26]2[C:30]4[CH2:31][N:32]([C:35](=[O:37])[CH3:36])[CH2:33][CH2:34][C:29]=4[N:28]([CH:38]4[CH2:43][CH2:42][O:41][CH2:40][CH2:39]4)[N:27]=2)[CH2:12][CH2:11][CH2:10]3)[CH:4]=[N:3]1.I([O-])(=O)(=O)=O.[Na+]. The catalyst is C1COCC1.O. The product is [C:35]([N:32]1[CH2:33][CH2:34][C:29]2[N:28]([CH:38]3[CH2:39][CH2:40][O:41][CH2:42][CH2:43]3)[N:27]=[C:26]([N:13]3[C:14]4[C:9](=[CH:8][C:7]([C:5]5[CH:4]=[N:3][N:2]([CH3:1])[CH:6]=5)=[C:16]([B:17]([OH:18])[OH:21])[CH:15]=4)[CH2:10][CH2:11][CH2:12]3)[C:30]=2[CH2:31]1)(=[O:37])[CH3:36]. The yield is 0.400. (2) The reactants are [C:1]([C:5]1[NH:6][C:7]2[C:12]([CH:13]=1)=[C:11]([F:14])[C:10]([N+:15]([O-])=O)=[CH:9][CH:8]=2)([CH3:4])([CH3:3])[CH3:2].[BH4-].[Na+].O. The catalyst is CO.Cl[Ni]Cl. The product is [C:1]([C:5]1[NH:6][C:7]2[C:12]([CH:13]=1)=[C:11]([F:14])[C:10]([NH2:15])=[CH:9][CH:8]=2)([CH3:4])([CH3:2])[CH3:3]. The yield is 0.500. (3) The reactants are C1(C)C=CC(S(O)(=O)=O)=CC=1.[CH2:12]([O:19][C:20](=[O:25])[CH2:21][CH2:22][CH2:23][NH2:24])[C:13]1[CH:18]=[CH:17][CH:16]=[CH:15][CH:14]=1.ClC(Cl)(O[C:30](=[O:36])OC(Cl)(Cl)Cl)Cl.C(N(CC)CC)C.Cl.Cl.[CH3:47][N:48]([CH3:57])[C:49]1[CH:56]=[CH:55][C:52]([CH2:53][NH2:54])=[CH:51][CH:50]=1. The catalyst is ClCCl.[Cl-].[Na+].O. The product is [CH2:12]([O:19][C:20](=[O:25])[CH2:21][CH2:22][CH2:23][NH:24][C:30]([NH:54][CH2:53][C:52]1[CH:55]=[CH:56][C:49]([N:48]([CH3:57])[CH3:47])=[CH:50][CH:51]=1)=[O:36])[C:13]1[CH:18]=[CH:17][CH:16]=[CH:15][CH:14]=1. The yield is 0.930. (4) The reactants are [CH2:1]([O:8][C:9]1[C:14](=[O:15])[N:13]2[CH:16]=[C:17]([CH3:20])[CH:18]=[CH:19][C:12]2=[N:11][C:10]=1[C:21]#[N:22])[C:2]1[CH:7]=[CH:6][CH:5]=[CH:4][CH:3]=1.Cl.[NH2:24][OH:25].C(=O)(O)[O-].[Na+]. The catalyst is C(O)C. The product is [CH2:1]([O:8][C:9]1[C:14](=[O:15])[N:13]2[CH:16]=[C:17]([CH3:20])[CH:18]=[CH:19][C:12]2=[N:11][C:10]=1[C:21]([NH:24][OH:25])=[NH:22])[C:2]1[CH:3]=[CH:4][CH:5]=[CH:6][CH:7]=1. The yield is 0.800. (5) The reactants are [NH2:1][CH:2]1[CH2:7][CH2:6][N:5]([CH2:8][C@H:9]2[N:19]3[C:20]4[N:11]([C:12](=[O:22])[CH:13]=[CH:14][C:15]=4[N:16]=[CH:17][C:18]3=[O:21])[CH2:10]2)[CH2:4][CH2:3]1.[O:23]1[C:27]2=[CH:28][N:29]=[C:30]([CH:32]=O)[CH:31]=[C:26]2[CH2:25][CH2:24]1.C(O[BH-](OC(=O)C)OC(=O)C)(=O)C.[Na+].C(=O)(O)[O-].[Na+].C(Cl)(Cl)[Cl:54]. The catalyst is CO.CO.C(Cl)Cl. The product is [ClH:54].[O:23]1[C:27]2=[CH:28][N:29]=[C:30]([CH2:32][NH:1][CH:2]3[CH2:7][CH2:6][N:5]([CH2:8][C@H:9]4[N:19]5[C:20]6[N:11]([C:12](=[O:22])[CH:13]=[CH:14][C:15]=6[N:16]=[CH:17][C:18]5=[O:21])[CH2:10]4)[CH2:4][CH2:3]3)[CH:31]=[C:26]2[CH2:25][CH2:24]1. The yield is 0.760.